From a dataset of Full USPTO retrosynthesis dataset with 1.9M reactions from patents (1976-2016). Predict the reactants needed to synthesize the given product. (1) Given the product [C:1]([C:4]1[C:23](=[O:24])[C@@:8]2([CH3:25])[C:9]3[C:15]([O:16][CH3:17])=[CH:14][C:13]([O:18][CH3:19])=[C:12]([C:20]([NH2:28])=[O:21])[C:10]=3[O:11][C:7]2=[CH:6][C:5]=1[OH:26])(=[O:3])[CH3:2], predict the reactants needed to synthesize it. The reactants are: [C:1]([C:4]1[C:23](=[O:24])[C@@:8]2([CH3:25])[C:9]3[C:15]([O:16][CH3:17])=[CH:14][C:13]([O:18][CH3:19])=[C:12]([C:20](O)=[O:21])[C:10]=3[O:11][C:7]2=[CH:6][C:5]=1[OH:26])(=[O:3])[CH3:2].O[N:28]1C2C=CC=CC=2N=N1.Cl.C(N=C=NCC(N(C)C)C)C.N. (2) Given the product [OH:8][CH2:9][CH2:10][O:11][C:12]1[CH:13]=[C:14]2[C:18](=[CH:19][CH:20]=1)[NH:17][C:16]([C:28]([OH:30])=[O:29])=[CH:15]2.[CH3:6][C:4]([Si:7]([CH3:34])([CH3:33])[O:8][CH2:9][CH2:10][O:11][C:12]1[CH:13]=[C:14]2[C:18](=[CH:19][CH:20]=1)[NH:17][C:16]([C:28]([OH:30])=[O:29])=[CH:15]2)([CH3:3])[CH3:5], predict the reactants needed to synthesize it. The reactants are: CO.[CH3:3][C:4]([Si:7]([CH3:34])([CH3:33])[O:8][CH2:9][CH2:10][O:11][C:12]1[CH:13]=[C:14]2[C:18](=[CH:19][CH:20]=1)[N:17](C(OC(C)(C)C)=O)[C:16]([C:28]([O:30]CC)=[O:29])=[CH:15]2)([CH3:6])[CH3:5].[Li+].[OH-]. (3) Given the product [Cl:15][C:16]1[CH:21]=[CH:20][C:19]([CH2:22][O:1][C:2]2[N:6]([C:7]3[CH:12]=[C:11]([C:13]#[N:14])[CH:10]=[CH:9][N:8]=3)[N:5]=[CH:4][CH:3]=2)=[C:18]([O:24][CH2:25][CH2:26][CH3:27])[CH:17]=1, predict the reactants needed to synthesize it. The reactants are: [OH:1][C:2]1[N:6]([C:7]2[CH:12]=[C:11]([C:13]#[N:14])[CH:10]=[CH:9][N:8]=2)[N:5]=[CH:4][CH:3]=1.[Cl:15][C:16]1[CH:21]=[CH:20][C:19]([CH2:22]O)=[C:18]([O:24][CH2:25][CH2:26][CH3:27])[CH:17]=1.